Dataset: Catalyst prediction with 721,799 reactions and 888 catalyst types from USPTO. Task: Predict which catalyst facilitates the given reaction. (1) Reactant: [Cl:1][C:2]1[CH:3]=[C:4]2[C:9](=[CH:10][C:11]=1[O:12][C:13]1[CH:21]=[CH:20][C:16]([C:17]([OH:19])=O)=[CH:15][CH:14]=1)[O:8][CH2:7][CH2:6][CH:5]2[C:22]([O:24][CH2:25][CH3:26])=[O:23].C(Cl)(=O)C(Cl)=O.[Br:33][C:34]1[N:39]=[C:38]([NH2:40])[CH:37]=[CH:36][CH:35]=1.C(N(C(C)C)CC)(C)C. Product: [Br:33][C:34]1[N:39]=[C:38]([NH:40][C:17]([C:16]2[CH:15]=[CH:14][C:13]([O:12][C:11]3[CH:10]=[C:9]4[C:4]([CH:5]([C:22]([O:24][CH2:25][CH3:26])=[O:23])[CH2:6][CH2:7][O:8]4)=[CH:3][C:2]=3[Cl:1])=[CH:21][CH:20]=2)=[O:19])[CH:37]=[CH:36][CH:35]=1. The catalyst class is: 139. (2) Reactant: [C:1]([O:5][C@@H:6]([C:12]1[C:27]([CH3:28])=[CH:26][C:15]2[N:16]=[C:17]([C:19]3[CH:24]=[CH:23][N:22]=[C:21](Cl)[CH:20]=3)[S:18][C:14]=2[C:13]=1[C:29]1[CH:34]=[CH:33][C:32]([Cl:35])=[CH:31][CH:30]=1)[C:7]([O:9][CH2:10][CH3:11])=[O:8])([CH3:4])([CH3:3])[CH3:2].[C:36]1(=[O:46])[C:45]2[C:40](=[CH:41][N:42]=[CH:43][CH:44]=2)[CH:39]=[CH:38][NH:37]1.CC1(C)C2C(=C(P(C3C=CC=CC=3)C3C=CC=CC=3)C=CC=2)OC2C(P(C3C=CC=CC=3)C3C=CC=CC=3)=CC=CC1=2.C([O-])([O-])=O.[Cs+].[Cs+]. Product: [C:1]([O:5][C@@H:6]([C:12]1[C:27]([CH3:28])=[CH:26][C:15]2[N:16]=[C:17]([C:19]3[CH:24]=[CH:23][N:22]=[C:21]([N:37]4[CH:38]=[CH:39][C:40]5[C:45](=[CH:44][CH:43]=[N:42][CH:41]=5)[C:36]4=[O:46])[CH:20]=3)[S:18][C:14]=2[C:13]=1[C:29]1[CH:30]=[CH:31][C:32]([Cl:35])=[CH:33][CH:34]=1)[C:7]([O:9][CH2:10][CH3:11])=[O:8])([CH3:4])([CH3:2])[CH3:3]. The catalyst class is: 443. (3) Reactant: [NH:1]1[C:5]2[CH:6]=[CH:7][CH:8]=[CH:9][C:4]=2[CH2:3][S:2]1(=[O:11])=[O:10].[C:12](=O)([O-])[O-].[K+].[K+].IC. Product: [CH3:12][N:1]1[C:5]2[CH:6]=[CH:7][CH:8]=[CH:9][C:4]=2[CH2:3][S:2]1(=[O:10])=[O:11]. The catalyst class is: 3. (4) Reactant: [C:1]([C:3]1[CH:4]=[CH:5][C:6]2[N:7]([C:9]([C:12]3[N:17]=[C:16]([NH:18][CH2:19][C:20]([CH3:23])([CH3:22])[CH3:21])[C:15]([N:24]4[CH2:29][CH2:28][N:27](C(OC(C)(C)C)=O)[CH2:26][CH2:25]4)=[CH:14][N:13]=3)=[CH:10][N:11]=2)[CH:8]=1)#[N:2].Cl. Product: [CH3:21][C:20]([CH3:23])([CH3:22])[CH2:19][NH:18][C:16]1[C:15]([N:24]2[CH2:29][CH2:28][NH:27][CH2:26][CH2:25]2)=[CH:14][N:13]=[C:12]([C:9]2[N:7]3[CH:8]=[C:3]([C:1]#[N:2])[CH:4]=[CH:5][C:6]3=[N:11][CH:10]=2)[N:17]=1. The catalyst class is: 12.